Dataset: Catalyst prediction with 721,799 reactions and 888 catalyst types from USPTO. Task: Predict which catalyst facilitates the given reaction. (1) Reactant: C1(P([C:14]2[CH:19]=[CH:18]C=CC=2)C2C=CC=CC=2)C=CC=CC=1.C(N(C(C)C)CC)(C)C.[NH2:29][C:30]1[N:31]=[C:32]([C:47]2[CH:52]=[CH:51][CH:50]=[CH:49][CH:48]=2)[C:33]([C:37]2[CH:38]=[CH:39][C:40](=[O:46])[N:41]([CH:43]([CH3:45])[CH3:44])[N:42]=2)=[N:34][C:35]=1Br.[OH2:53].[CH3:54][C:55](C)=[O:56]. Product: [NH2:29][C:30]1[C:35]([CH:18]=[CH:19][C:14]([O:56][CH2:55][CH3:54])=[O:53])=[N:34][C:33]([C:37]2[CH:38]=[CH:39][C:40](=[O:46])[N:41]([CH:43]([CH3:45])[CH3:44])[N:42]=2)=[C:32]([C:47]2[CH:52]=[CH:51][CH:50]=[CH:49][CH:48]=2)[N:31]=1. The catalyst class is: 274. (2) Reactant: [OH:1][CH:2]([CH2:16][CH2:17][CH2:18][CH2:19][CH2:20][CH3:21])[CH2:3][CH2:4][CH2:5][CH2:6][CH2:7][CH2:8][CH2:9][CH2:10][CH:11]=[CH:12][C:13]([OH:15])=O.CN(C(ON1N=NC2C=CC=NC1=2)=[N+](C)C)C.F[P-](F)(F)(F)(F)F.[CH:46]1[C:51]([OH:52])=[CH:50][C:49]2[C:53]([CH2:56][CH2:57][NH2:58])=[CH:54][NH:55][C:48]=2[CH:47]=1.Cl.O. Product: [OH:1][CH:2]([CH2:16][CH2:17][CH2:18][CH2:19][CH2:20][CH3:21])[CH2:3][CH2:4][CH2:5][CH2:6][CH2:7][CH2:8][CH2:9][CH2:10][CH2:11][CH2:12][C:13]([NH:58][CH2:57][CH2:56][C:53]1[C:49]2[C:48](=[CH:47][CH:46]=[C:51]([OH:52])[CH:50]=2)[NH:55][CH:54]=1)=[O:15]. The catalyst class is: 17. (3) Reactant: [CH2:1]([O:8][C:9]([NH:11][C@H:12]([C:50]([O:52]CC(=O)C1C=CC=CC=1)=[O:51])[CH2:13][O:14][C:15]([C@@H:17]1[CH2:21][C@@H:20]([CH3:22])[CH2:19][N:18]1[C:23](=[O:49])[C@@H:24]([NH:26][C:27]([C@@H:29]1[CH2:34][CH2:33][CH2:32][CH2:31][N:30]1[C:35]([C@@H:37]1[CH2:41][CH2:40][CH2:39][N:38]1[C:42]([O:44][C:45]([CH3:48])([CH3:47])[CH3:46])=[O:43])=[O:36])=[O:28])[CH3:25])=[O:16])=[O:10])[C:2]1[CH:7]=[CH:6][CH:5]=[CH:4][CH:3]=1. Product: [CH2:1]([O:8][C:9]([NH:11][C@H:12]([C:50]([OH:52])=[O:51])[CH2:13][O:14][C:15]([C@@H:17]1[CH2:21][C@@H:20]([CH3:22])[CH2:19][N:18]1[C:23](=[O:49])[C@@H:24]([NH:26][C:27]([C@@H:29]1[CH2:34][CH2:33][CH2:32][CH2:31][N:30]1[C:35]([C@@H:37]1[CH2:41][CH2:40][CH2:39][N:38]1[C:42]([O:44][C:45]([CH3:46])([CH3:47])[CH3:48])=[O:43])=[O:36])=[O:28])[CH3:25])=[O:16])=[O:10])[C:2]1[CH:3]=[CH:4][CH:5]=[CH:6][CH:7]=1. The catalyst class is: 763. (4) Reactant: [C:1]([O:5][C:6]([N:8]([C:19]([O:21][C:22]([CH3:25])([CH3:24])[CH3:23])=[O:20])[C:9]1[S:10][C:11]2[CH:17]=[CH:16][CH:15]=[C:14]([CH3:18])[C:12]=2[N:13]=1)=[O:7])([CH3:4])([CH3:3])[CH3:2].[Br:26]N1C(=O)CCC1=O.N(C(C)(C)C#N)=NC(C)(C)C#N. Product: [Br:26][CH2:18][C:14]1[C:12]2[N:13]=[C:9]([N:8]([C:19]([O:21][C:22]([CH3:25])([CH3:24])[CH3:23])=[O:20])[C:6]([O:5][C:1]([CH3:4])([CH3:3])[CH3:2])=[O:7])[S:10][C:11]=2[CH:17]=[CH:16][CH:15]=1. The catalyst class is: 53. (5) Reactant: [C:1]1([C:7]2([C:11]([OH:13])=O)[CH2:10][CH2:9][CH2:8]2)[CH:6]=[CH:5][CH:4]=[CH:3][CH:2]=1.OS(O)(=O)=O.[N+:19]([O-])([O-:21])=[O:20].[K+].[BH4-].[Na+].B(F)(F)F.CCOCC. Product: [N+:19]([C:4]1[CH:5]=[CH:6][C:1]([C:7]2([CH2:11][OH:13])[CH2:10][CH2:9][CH2:8]2)=[CH:2][CH:3]=1)([O-:21])=[O:20]. The catalyst class is: 15. (6) Reactant: [CH:1]1([OH:9])[CH2:8][CH2:7][CH2:6][CH:5]=[CH:4][CH2:3][CH2:2]1.[H-].[Na+].I[CH2:13][C:14]([OH:16])=[O:15]. Product: [CH:1]1([O:9][CH2:13][C:14]([OH:16])=[O:15])[CH2:8][CH2:7][CH2:6][CH:5]=[CH:4][CH2:3][CH2:2]1. The catalyst class is: 1. (7) Reactant: Br[C:2]1[CH:3]=[C:4]2[C:8](=[CH:9][C:10]=1[Cl:11])[NH:7][C:6]([CH2:12][C:13]1[CH:14]=[CH:15][C:16]([CH3:22])=[C:17]([CH:21]=1)[C:18]([OH:20])=[O:19])=[CH:5]2.C1(P(C2CCCCC2)[C:30]2[CH:35]=[CH:34][CH:33]=[CH:32][C:31]=2[C:36]2[C:41]([O:42][CH3:43])=CC=[CH:38][C:37]=2OC)CCCCC1.P([O-])([O-])([O-])=O.[K+].[K+].[K+].N1C2C(=CC=CC=2)C=[CH:61]1.[OH2:69]. Product: [C:43]([O:42][CH2:41][C:36]1([C:31]2[CH:30]=[CH:35][C:34]([C:2]3[CH:3]=[C:4]4[C:8](=[CH:9][C:10]=3[Cl:11])[NH:7][C:6]([CH2:12][C:13]3[CH:14]=[CH:15][C:16]([CH3:22])=[C:17]([CH:21]=3)[C:18]([OH:20])=[O:19])=[CH:5]4)=[CH:33][CH:32]=2)[CH2:37][CH2:38]1)(=[O:69])[CH3:61]. The catalyst class is: 167. (8) Reactant: [CH3:1][O:2][C:3]1[CH:4]=[C:5]([S:9](Cl)(=[O:11])=[O:10])[CH:6]=[CH:7][CH:8]=1.C(N(CC)CC)C.Cl.[CH2:21]([O:23][C:24](=[O:28])[CH2:25][CH2:26][NH2:27])[CH3:22]. Product: [CH2:21]([O:23][C:24](=[O:28])[CH2:25][CH2:26][NH:27][S:9]([C:5]1[CH:6]=[CH:7][CH:8]=[C:3]([O:2][CH3:1])[CH:4]=1)(=[O:11])=[O:10])[CH3:22]. The catalyst class is: 21. (9) Reactant: C(N(C(C)C)CC)(C)C.[C:10]([O:14][C:15](=[O:34])[NH:16][CH:17]1[CH2:22][CH2:21][N:20]([S:23]([C:26]2[CH:31]=[CH:30][C:29]([CH2:32][NH2:33])=[CH:28][CH:27]=2)(=[O:25])=[O:24])[CH2:19][CH2:18]1)([CH3:13])([CH3:12])[CH3:11].[CH2:35]([C:42](Cl)=[O:43])[C:36]1[CH:41]=[CH:40][CH:39]=[CH:38][CH:37]=1. Product: [C:10]([O:14][C:15](=[O:34])[NH:16][CH:17]1[CH2:22][CH2:21][N:20]([S:23]([C:26]2[CH:27]=[CH:28][C:29]([CH2:32][NH:33][C:42](=[O:43])[CH2:35][C:36]3[CH:41]=[CH:40][CH:39]=[CH:38][CH:37]=3)=[CH:30][CH:31]=2)(=[O:25])=[O:24])[CH2:19][CH2:18]1)([CH3:13])([CH3:11])[CH3:12]. The catalyst class is: 2.